This data is from Reaction yield outcomes from USPTO patents with 853,638 reactions. The task is: Predict the reaction yield, written as a fraction of the theoretical maximum amount of product (1.0 means a 100% yield; for example, 0.34 means a 34% yield). (1) The reactants are [Cl:1][C:2]1[CH:7]=[CH:6][C:5]([Cl:8])=[CH:4][C:3]=1[OH:9].C(=O)([O-])[O-].[K+].[K+].[CH2:16](Br)[C:17]#[CH:18].C1(C)C=CC=CC=1. The catalyst is CC(C)=O. The product is [Cl:1][C:2]1[CH:7]=[CH:6][C:5]([Cl:8])=[CH:4][C:3]=1[O:9][CH2:18][C:17]#[CH:16]. The yield is 1.00. (2) The reactants are C1(P(C2CCCCC2)[C:8]2[CH:13]=[CH:12][CH:11]=[CH:10][C:9]=2[C:14]2C(OC)=CC=CC=2OC)CCCCC1.[C:30]([O:34][C:35](=[O:71])[NH:36][C@H:37]1[CH2:42][CH2:41][C@@H:40]([N:43]2[C:48](=[O:49])[C:47]3[CH:50]=[C:51]([F:54])[CH:52]=[N:53][C:46]=3[N:45]([C:55]3[CH:60]=[CH:59][CH:58]=[C:57](B4OC(C)(C)C(C)(C)O4)[CH:56]=3)[C:44]2=[O:70])[CH2:39][CH2:38]1)([CH3:33])([CH3:32])[CH3:31].C(=O)([O-])[O-].[K+].[K+].BrC1C=CC(C)=CC=1. The catalyst is C(#N)C.O.C([O-])(=O)C.[Pd+2].C([O-])(=O)C. The product is [C:30]([O:34][C:35](=[O:71])[NH:36][C@H:37]1[CH2:42][CH2:41][C@@H:40]([N:43]2[C:48](=[O:49])[C:47]3[CH:50]=[C:51]([F:54])[CH:52]=[N:53][C:46]=3[N:45]([C:55]3[CH:56]=[C:57]([C:12]4[CH:11]=[CH:10][C:9]([CH3:14])=[CH:8][CH:13]=4)[CH:58]=[CH:59][CH:60]=3)[C:44]2=[O:70])[CH2:39][CH2:38]1)([CH3:32])([CH3:33])[CH3:31]. The yield is 0.340. (3) The reactants are [NH:1]1[CH:5]=[CH:4][N:3]=[C:2]1[C:6]([NH:8][C@@H:9]([CH3:13])[C:10]([OH:12])=O)=[O:7].[C:14]([O:18][C:19](=[O:27])[CH2:20][CH:21]([NH2:26])[CH:22]([OH:25])[CH2:23][F:24])([CH3:17])([CH3:16])[CH3:15].C(N(C(C)C)CC)(C)C.C1C=CC2N(O)N=NC=2C=1.CCN=C=NCCCN(C)C.Cl. The catalyst is C1COCC1.CN(C1C=CN=CC=1)C. The product is [C:14]([O:18][C:19](=[O:27])[CH2:20][CH:21]([NH:26][C:10](=[O:12])[CH:9]([NH:8][C:6]([C:2]1[NH:1][CH:5]=[CH:4][N:3]=1)=[O:7])[CH3:13])[CH:22]([OH:25])[CH2:23][F:24])([CH3:17])([CH3:15])[CH3:16]. The yield is 0.970. (4) The catalyst is CN(C=O)C.O. The yield is 0.710. The reactants are [Cl:1][C:2]1[C:7]([C:8]2[CH:13]=[CH:12][CH:11]=[C:10]([CH2:14][CH3:15])[CH:9]=2)=[C:6]([C:16]([OH:30])([C@@H:24]2[CH2:29][CH2:28][CH2:27][NH:26][CH2:25]2)[CH2:17][CH2:18][CH2:19][NH:20][C:21](=[O:23])[CH3:22])[CH:5]=[CH:4][CH:3]=1.[C:31]([O:35][C:36]([N:38]([CH2:40][C:41]1[CH:49]=[CH:48][C:44]([C:45](O)=[O:46])=[CH:43][CH:42]=1)[CH3:39])=[O:37])([CH3:34])([CH3:33])[CH3:32].CCN(C(C)C)C(C)C.CN(C(ON1N=NC2C=CC=CC1=2)=[N+](C)C)C.F[P-](F)(F)(F)(F)F. The product is [C:21]([NH:20][CH2:19][CH2:18][CH2:17][C:16]([C@@H:24]1[CH2:29][CH2:28][CH2:27][N:26]([C:45]([C:44]2[CH:43]=[CH:42][C:41]([CH2:40][N:38]([CH3:39])[C:36](=[O:37])[O:35][C:31]([CH3:32])([CH3:33])[CH3:34])=[CH:49][CH:48]=2)=[O:46])[CH2:25]1)([C:6]1[CH:5]=[CH:4][CH:3]=[C:2]([Cl:1])[C:7]=1[C:8]1[CH:13]=[CH:12][CH:11]=[C:10]([CH2:14][CH3:15])[CH:9]=1)[OH:30])(=[O:23])[CH3:22]. (5) The reactants are [F:1][C:2]1[CH:3]=[CH:4][C:5]([CH2:8][CH2:9][N:10]2[CH2:15][CH2:14][N:13]([C:16]3[CH:21]=[CH:20][C:19]4[C:22]5[CH2:23][N:24](C(OC(C)(C)C)=O)[CH2:25][CH2:26][CH2:27][C:28]=5[O:29][C:18]=4[CH:17]=3)[C:12](=[O:37])[CH2:11]2)=[N:6][CH:7]=1.Cl.C([O-])(O)=O.[Na+]. The product is [F:1][C:2]1[CH:3]=[CH:4][C:5]([CH2:8][CH2:9][N:10]2[CH2:15][CH2:14][N:13]([C:16]3[CH:21]=[CH:20][C:19]4[C:22]5[CH2:23][NH:24][CH2:25][CH2:26][CH2:27][C:28]=5[O:29][C:18]=4[CH:17]=3)[C:12](=[O:37])[CH2:11]2)=[N:6][CH:7]=1. The catalyst is CO.CCOCC. The yield is 0.930. (6) The reactants are [O:1]1[CH2:5][CH2:4][CH2:3][CH2:2]1.[F:6][C:7]1[CH:24]=[CH:23][CH:22]=[CH:21][C:8]=1[O:9][C:10]1[CH:15]=[CH:14][C:13]([CH2:16]C(Cl)=NO)=CC=1.C([C:27]1[C:28]([NH2:33])=[N:29][CH:30]=[CH:31][CH:32]=1)#C.[CH2:34]([N:36](CC)CC)C. The catalyst is O. The product is [F:6][C:7]1[CH:24]=[CH:23][CH:22]=[CH:21][C:8]=1[O:9][C:10]1[CH:15]=[CH:14][CH:13]=[CH:16][C:2]=1[CH2:3][C:4]1[CH:34]=[N:36][O:1][C:5]=1[C:27]1[C:28]([NH2:33])=[N:29][CH:30]=[CH:31][CH:32]=1. The yield is 0.373. (7) The reactants are [F:1][C:2]1[CH:41]=[C:40]([NH:42][C:43]([C:45]2[C:46](=[O:58])[N:47]([C:51]3[CH:56]=[CH:55][C:54]([F:57])=[CH:53][CH:52]=3)[N:48]=[CH:49][CH:50]=2)=[O:44])[CH:39]=[CH:38][C:3]=1[O:4][C:5]1[CH:10]=[CH:9][N:8]=[C:7]2[N:11](CC3C=CC(OC)=CC=3)[N:12]=[C:13]([O:14][C@H:15]3[CH2:20][CH2:19][N:18](C(OC(C)(C)C)=O)[CH2:17][C@H:16]3[OH:28])[C:6]=12.FC(F)(F)C(O)=O. No catalyst specified. The product is [F:1][C:2]1[CH:41]=[C:40]([NH:42][C:43]([C:45]2[C:46](=[O:58])[N:47]([C:51]3[CH:52]=[CH:53][C:54]([F:57])=[CH:55][CH:56]=3)[N:48]=[CH:49][CH:50]=2)=[O:44])[CH:39]=[CH:38][C:3]=1[O:4][C:5]1[CH:10]=[CH:9][N:8]=[C:7]2[NH:11][N:12]=[C:13]([O:14][C@H:15]3[CH2:20][CH2:19][NH:18][CH2:17][C@H:16]3[OH:28])[C:6]=12. The yield is 0.0790.